From a dataset of NCI-60 drug combinations with 297,098 pairs across 59 cell lines. Regression. Given two drug SMILES strings and cell line genomic features, predict the synergy score measuring deviation from expected non-interaction effect. (1) Drug 1: CC12CCC3C(C1CCC2=O)CC(=C)C4=CC(=O)C=CC34C. Drug 2: CC1C(C(CC(O1)OC2CC(CC3=C2C(=C4C(=C3O)C(=O)C5=C(C4=O)C(=CC=C5)OC)O)(C(=O)C)O)N)O.Cl. Cell line: OVCAR3. Synergy scores: CSS=59.5, Synergy_ZIP=2.78, Synergy_Bliss=3.88, Synergy_Loewe=2.34, Synergy_HSA=3.40. (2) Drug 1: CC1=C2C(C(=O)C3(C(CC4C(C3C(C(C2(C)C)(CC1OC(=O)C(C(C5=CC=CC=C5)NC(=O)C6=CC=CC=C6)O)O)OC(=O)C7=CC=CC=C7)(CO4)OC(=O)C)O)C)OC(=O)C. Drug 2: CN(CC1=CN=C2C(=N1)C(=NC(=N2)N)N)C3=CC=C(C=C3)C(=O)NC(CCC(=O)O)C(=O)O. Cell line: PC-3. Synergy scores: CSS=60.1, Synergy_ZIP=5.15, Synergy_Bliss=1.70, Synergy_Loewe=-17.6, Synergy_HSA=0.915.